Dataset: Full USPTO retrosynthesis dataset with 1.9M reactions from patents (1976-2016). Task: Predict the reactants needed to synthesize the given product. (1) Given the product [CH2:1]([O:3][C:4]1[CH:11]=[CH:10][C:7]([CH:8]2[N:12]([C:13]3[N:14]=[N:15][C:16]([CH3:19])=[CH:17][CH:18]=3)[C:23](=[O:22])[C:24]([OH:37])=[C:25]2[C:26](=[O:27])[C:28]2[CH:29]=[CH:30][C:31]([CH:34]([CH3:35])[CH3:36])=[CH:32][CH:33]=2)=[CH:6][CH:5]=1)[CH3:2], predict the reactants needed to synthesize it. The reactants are: [CH2:1]([O:3][C:4]1[CH:11]=[CH:10][C:7]([CH:8]=O)=[CH:6][CH:5]=1)[CH3:2].[NH2:12][C:13]1[N:14]=[N:15][C:16]([CH3:19])=[CH:17][CH:18]=1.C([O:22][C:23](=O)[C:24]([OH:37])=[CH:25][C:26]([C:28]1[CH:33]=[CH:32][C:31]([CH:34]([CH3:36])[CH3:35])=[CH:30][CH:29]=1)=[O:27])C. (2) Given the product [CH3:21][C:20]1[NH:25][C:34]([CH3:35])=[CH:12][C:13]=1[C:24]1[CH:23]=[CH:22][CH:21]=[C:20]([C:13]2[C:18]3[CH2:17][CH2:16][CH2:15][CH2:14][C:19]=3[C:10]([O:9][CH2:8][C:7]([O:6][CH2:5][CH3:4])=[O:42])=[CH:11][CH:12]=2)[N:25]=1, predict the reactants needed to synthesize it. The reactants are: C(N(CC)[CH2:4][CH2:5][O:6][CH2:7][CH2:8][O:9][C:10]1[C:19]2[CH2:18][CH2:17][CH2:16][CH2:15][C:14]=2[C:13]([C:20]2[N:25]=[C:24](N)[CH:23]=[CH:22][CH:21]=2)=[CH:12][CH:11]=1)C.BrCC(O[CH2:34][CH3:35])=O.C(=O)([O-])[O-].[K+].[K+].[OH2:42]. (3) Given the product [CH3:26][N:27]1[CH2:3][C:2]([CH3:5])([CH3:1])[N:6]([C:7]2[S:8][CH:9]=[C:10]([C:12]3[CH:19]=[CH:18][C:15]([C:16]#[N:17])=[CH:14][CH:13]=3)[N:11]=2)[C:20]1=[O:23], predict the reactants needed to synthesize it. The reactants are: [CH3:1][C:2]([NH:6][C:7]1[S:8][CH:9]=[C:10]([C:12]2[CH:19]=[CH:18][C:15]([C:16]#[N:17])=[CH:14][CH:13]=2)[N:11]=1)([CH3:5])[CH:3]=O.[C:20]([OH:23])(=O)C.CN.[C:26]([BH3-])#[N:27].[Na+].C(O[BH-](OC(=O)C)OC(=O)C)(=O)C.[Na+].C(N(CC)CC)C.ClC(Cl)(OC(=O)OC(Cl)(Cl)Cl)Cl.C([O-])(O)=O.[Na+]. (4) Given the product [Cl:28][C:25]1[CH:26]=[CH:27][C:22]([CH2:21][NH:20][C:18]([C:15]2[C:16](=[O:17])[C:11]3[CH:10]=[C:9]([CH2:8][N:39]([CH2:40][C@@H:41]([OH:42])[C:43]4[CH:48]=[CH:47][CH:46]=[CH:45][CH:44]=4)[CH3:38])[S:37][C:12]=3[N:13]([CH2:29][CH:30]3[CH2:34][O:33][C:32]([CH3:36])([CH3:35])[O:31]3)[CH:14]=2)=[O:19])=[CH:23][CH:24]=1, predict the reactants needed to synthesize it. The reactants are: C(=O)([O-])[O-].[Cs+].[Cs+].Cl[CH2:8][C:9]1[S:37][C:12]2[N:13]([CH2:29][CH:30]3[CH2:34][O:33][C:32]([CH3:36])([CH3:35])[O:31]3)[CH:14]=[C:15]([C:18]([NH:20][CH2:21][C:22]3[CH:27]=[CH:26][C:25]([Cl:28])=[CH:24][CH:23]=3)=[O:19])[C:16](=[O:17])[C:11]=2[CH:10]=1.[CH3:38][NH:39][CH2:40][C@H:41]([C:43]1[CH:48]=[CH:47][CH:46]=[CH:45][CH:44]=1)[OH:42]. (5) Given the product [CH3:20][N:21]1[CH2:26][CH2:25][N:24]([C:8]2[O:9][C:10]3[CH:16]=[C:15]([N+:17]([O-:19])=[O:18])[CH:14]=[CH:13][C:11]=3[N:12]=2)[CH2:23][CH2:22]1, predict the reactants needed to synthesize it. The reactants are: P(Cl)(Cl)(Cl)(Cl)Cl.S[C:8]1[O:9][C:10]2[CH:16]=[C:15]([N+:17]([O-:19])=[O:18])[CH:14]=[CH:13][C:11]=2[N:12]=1.[CH3:20][N:21]1[CH2:26][CH2:25][NH:24][CH2:23][CH2:22]1.